This data is from Catalyst prediction with 721,799 reactions and 888 catalyst types from USPTO. The task is: Predict which catalyst facilitates the given reaction. (1) Reactant: [C:9](O[C:9]([O:11][C:12]([CH3:15])([CH3:14])[CH3:13])=[O:10])([O:11][C:12]([CH3:15])([CH3:14])[CH3:13])=[O:10].[Br:16][C:17]1[N:18]=[C:19]([NH:28][CH:29]2[CH2:31][CH2:30]2)[C:20]2[N:21]([C:23]([CH:26]=[O:27])=[CH:24][N:25]=2)[CH:22]=1. Product: [Br:16][C:17]1[N:18]=[C:19]([N:28]([CH:29]2[CH2:30][CH2:31]2)[C:9](=[O:10])[O:11][C:12]([CH3:13])([CH3:14])[CH3:15])[C:20]2[N:21]([C:23]([CH:26]=[O:27])=[CH:24][N:25]=2)[CH:22]=1. The catalyst class is: 166. (2) Reactant: C([Li])CCC.[Cl:6][C:7]1[CH:12]=[CH:11][C:10]([C:13]([F:16])([F:15])[F:14])=[CH:9][C:8]=1I.O1CCCC1.CON(C)[C:26](=[O:31])[C:27]([F:30])([F:29])[F:28]. Product: [F:28][C:27]([F:30])([F:29])[C:26]([C:8]1[CH:9]=[C:10]([C:13]([F:16])([F:15])[F:14])[CH:11]=[CH:12][C:7]=1[Cl:6])=[O:31]. The catalyst class is: 6.